From a dataset of Peptide-MHC class I binding affinity with 185,985 pairs from IEDB/IMGT. Regression. Given a peptide amino acid sequence and an MHC pseudo amino acid sequence, predict their binding affinity value. This is MHC class I binding data. The peptide sequence is RRATAILRK. The MHC is HLA-B08:01 with pseudo-sequence HLA-B08:01. The binding affinity (normalized) is 0.0847.